Dataset: Reaction yield outcomes from USPTO patents with 853,638 reactions. Task: Predict the reaction yield, written as a fraction of the theoretical maximum amount of product (1.0 means a 100% yield; for example, 0.34 means a 34% yield). (1) The catalyst is C1COCC1. The product is [Cl:23][C:24]1[C:40]([C:41]([F:44])([F:43])[F:42])=[CH:39][CH:38]=[CH:37][C:25]=1[CH2:26][N:27]1[C@@H:32]([CH2:33][CH3:34])[CH2:31][NH:30][C:29](=[S:10])[C:28]1=[O:36]. The yield is 0.910. The reactants are COC1C=CC(P2(SP(C3C=CC(OC)=CC=3)(=S)S2)=[S:10])=CC=1.[Cl:23][C:24]1[C:40]([C:41]([F:44])([F:43])[F:42])=[CH:39][CH:38]=[CH:37][C:25]=1[CH2:26][N:27]1[C@@H:32]([CH2:33][CH3:34])[CH2:31][NH:30][C:29](=O)[C:28]1=[O:36]. (2) The reactants are [C:1]([C:3]1[CH:4]=[N:5][C:6]2[C:11]([C:12]=1[NH:13][C:14]1[CH:19]=[C:18]([O:20][CH3:21])[C:17]([Cl:22])=[CH:16][C:15]=1[Cl:23])=[CH:10][C:9]([O:24][CH3:25])=[C:8]([NH:26]C(=O)C)[CH:7]=2)#[N:2]. The catalyst is Cl. The product is [NH2:26][C:8]1[CH:7]=[C:6]2[C:11]([C:12]([NH:13][C:14]3[CH:19]=[C:18]([O:20][CH3:21])[C:17]([Cl:22])=[CH:16][C:15]=3[Cl:23])=[C:3]([C:1]#[N:2])[CH:4]=[N:5]2)=[CH:10][C:9]=1[O:24][CH3:25]. The yield is 0.420. (3) The product is [Br:17][CH2:15][C:13]1[CH:12]=[CH:11][C:10]([Cl:16])=[C:9]([CH:14]=1)[O:8][Si:5]([C:1]([CH3:4])([CH3:3])[CH3:2])([CH3:7])[CH3:6]. The yield is 0.340. The reactants are [C:1]([Si:5]([O:8][C:9]1[CH:14]=[C:13]([CH3:15])[CH:12]=[CH:11][C:10]=1[Cl:16])([CH3:7])[CH3:6])([CH3:4])([CH3:3])[CH3:2].[Br:17]N1C(=O)CCC1=O. The catalyst is C(Cl)(Cl)Cl.C(OOC(=O)C1C=CC=CC=1)(=O)C1C=CC=CC=1. (4) The reactants are C([O:4][CH2:5][C:6]([CH3:46])([CH3:45])[CH2:7][N:8]1[C:14]2[CH:15]=[CH:16][C:17]([Cl:19])=[CH:18][C:13]=2[C@@H:12]([C:20]2[CH:25]=[CH:24][CH:23]=[C:22]([O:26][CH3:27])[C:21]=2[O:28][CH3:29])[O:11][C@H:10]([CH2:30][C:31]([NH:33][C:34]2[CH:43]=[CH:42][CH:41]=[CH:40][C:35]=2[C:36]([O:38]C)=[O:37])=[O:32])[C:9]1=[O:44])(=O)C.[OH-].[Na+].C(O)C. The catalyst is O. The product is [Cl:19][C:17]1[CH:16]=[CH:15][C:14]2[N:8]([CH2:7][C:6]([CH3:46])([CH3:45])[CH2:5][OH:4])[C:9](=[O:44])[C@@H:10]([CH2:30][C:31]([NH:33][C:34]3[CH:43]=[CH:42][CH:41]=[CH:40][C:35]=3[C:36]([OH:38])=[O:37])=[O:32])[O:11][C@H:12]([C:20]3[CH:25]=[CH:24][CH:23]=[C:22]([O:26][CH3:27])[C:21]=3[O:28][CH3:29])[C:13]=2[CH:18]=1. The yield is 0.860. (5) The reactants are [CH2:1]([N:3]1[C:11]2[C:6](=[CH:7][CH:8]=[C:9]([C:12]([F:15])([F:14])[F:13])[CH:10]=2)[C:5]([C:16]#[N:17])=[CH:4]1)[CH3:2].[Li+].CC([N-]C(C)C)C.[Cl:26]C(Cl)(Cl)C(Cl)(Cl)Cl. The catalyst is C1COCC1. The product is [Cl:26][C:4]1[N:3]([CH2:1][CH3:2])[C:11]2[C:6]([C:5]=1[C:16]#[N:17])=[CH:7][CH:8]=[C:9]([C:12]([F:13])([F:15])[F:14])[CH:10]=2. The yield is 0.640. (6) The reactants are [F:1][C:2]([F:19])([C:8]1[CH:13]=[CH:12][C:11]([S:14][C:15]([F:18])([F:17])[F:16])=[CH:10][CH:9]=1)[C:3]([O:5]CC)=[O:4].[OH-].[Na+]. The catalyst is CO. The product is [F:19][C:2]([F:1])([C:8]1[CH:9]=[CH:10][C:11]([S:14][C:15]([F:16])([F:17])[F:18])=[CH:12][CH:13]=1)[C:3]([OH:5])=[O:4]. The yield is 0.730. (7) The reactants are [Cl:1][C:2]1[CH:10]=[C:9]2[C:5]([CH:6]=[CH:7][NH:8]2)=[CH:4][C:3]=1B1OCC(C)(C)CO1.[C:19](=[O:22])([O-])[O-].[K+].[K+].Br[C:26]1[CH:31]=[CH:30][C:29]([CH:32]2[CH2:36][CH2:35][CH2:34][N:33]2[CH3:37])=[CH:28][CH:27]=1. The catalyst is O1CCOCC1.CN(C)C=O.C1C=CC(P(C2C=CC=CC=2)[C-]2C=CC=C2)=CC=1.C1C=CC(P(C2C=CC=CC=2)[C-]2C=CC=C2)=CC=1.Cl[Pd]Cl.[Fe+2]. The product is [Cl:1][C:2]1[CH:10]=[C:9]2[C:5]([C:6]([CH:19]=[O:22])=[CH:7][NH:8]2)=[CH:4][C:3]=1[C:26]1[CH:27]=[CH:28][C:29]([CH:32]2[CH2:36][CH2:35][CH2:34][N:33]2[CH3:37])=[CH:30][CH:31]=1. The yield is 0.532.